From a dataset of Catalyst prediction with 721,799 reactions and 888 catalyst types from USPTO. Predict which catalyst facilitates the given reaction. (1) Reactant: [Cl:1][C:2]1[CH:7]=[CH:6][C:5]([S:8](Cl)(=[O:10])=[O:9])=[CH:4][N:3]=1.Cl.[F:13][C:14]([F:19])([F:18])[C@@H:15]([NH2:17])[CH3:16]. Product: [F:13][C:14]([F:19])([F:18])[C@@H:15]([NH:17][S:8]([C:5]1[CH:4]=[N:3][C:2]([Cl:1])=[CH:7][CH:6]=1)(=[O:10])=[O:9])[CH3:16]. The catalyst class is: 300. (2) Reactant: [H-].[Na+].[I-].[CH3:4][S+](C)C.[CH:8]([C:10]1[CH:17]=[CH:16][C:13]([C:14]#[N:15])=[C:12]([O:18][CH3:19])[CH:11]=1)=[O:9]. Product: [CH3:19][O:18][C:12]1[CH:11]=[C:10]([CH:8]2[CH2:4][O:9]2)[CH:17]=[CH:16][C:13]=1[C:14]#[N:15]. The catalyst class is: 774. (3) Reactant: C(OC([N:8]1[CH2:34][CH2:33][C:11]2([CH2:14][N:13]([C@H:15]3[C:23]4[C:18](=[CH:19][C:20]([C:24]5[CH:25]=[N:26][C:27]([C:30](=[O:32])[NH2:31])=[CH:28][CH:29]=5)=[CH:21][CH:22]=4)[CH2:17][CH2:16]3)[CH2:12]2)[CH2:10][CH2:9]1)=O)(C)(C)C.[ClH:35]. Product: [ClH:35].[ClH:35].[CH2:12]1[C:11]2([CH2:33][CH2:34][NH:8][CH2:9][CH2:10]2)[CH2:14][N:13]1[C@H:15]1[C:23]2[C:18](=[CH:19][C:20]([C:24]3[CH:29]=[CH:28][C:27]([C:30]([NH2:31])=[O:32])=[N:26][CH:25]=3)=[CH:21][CH:22]=2)[CH2:17][CH2:16]1. The catalyst class is: 12. (4) The catalyst class is: 7. Product: [F:31][C:32]1[CH:37]=[CH:36][C:35]([C:38]2[C:46]3[C:41](=[CH:42][CH:43]=[CH:44][CH:45]=3)[N:40]([CH:47]([CH3:48])[CH3:49])[C:39]=2/[CH:50]=[CH:15]/[C@H:4]2[O:3][C:2]([CH3:1])([CH3:30])[O:7][C@@H:6]([CH2:8][C:9]([N:11]([O:13][CH3:14])[CH3:12])=[O:10])[CH2:5]2)=[CH:34][CH:33]=1. Reactant: [CH3:1][C:2]1([CH3:30])[O:7][C@@H:6]([CH2:8][C:9]([N:11]([O:13][CH3:14])[CH3:12])=[O:10])[CH2:5][C@@H:4]([CH2:15]S(C2N(C3C=CC=CC=3)N=NN=2)(=O)=O)[O:3]1.[F:31][C:32]1[CH:37]=[CH:36][C:35]([C:38]2[C:46]3[C:41](=[CH:42][CH:43]=[CH:44][CH:45]=3)[N:40]([CH:47]([CH3:49])[CH3:48])[C:39]=2[CH:50]=O)=[CH:34][CH:33]=1.C[Si]([N-][Si](C)(C)C)(C)C.[Li+].C(=O)(O)[O-].[Na+]. (5) Reactant: [Cl:1][C:2]1[CH:3]=[C:4]([NH:9][C:10]2[C:19]3[C:14](=[CH:15][C:16]([O:21][CH3:22])=[C:17]([OH:20])[CH:18]=3)[N:13]=[CH:12][N:11]=2)[CH:5]=[CH:6][C:7]=1[F:8].Br[CH2:24][CH2:25][CH2:26][N:27]1[CH2:32][CH2:31][CH:30]2[CH2:33][O:34][CH2:35][CH:29]2[CH2:28]1.C([O-])([O-])=O.[K+].[K+].C(Cl)Cl. Product: [Cl:1][C:2]1[CH:3]=[C:4]([NH:9][C:10]2[C:19]3[C:14](=[CH:15][C:16]([O:21][CH3:22])=[C:17]([O:20][CH2:24][CH2:25][CH2:26][N:27]4[CH2:32][CH2:31][CH:30]5[CH2:33][O:34][CH2:35][CH:29]5[CH2:28]4)[CH:18]=3)[N:13]=[CH:12][N:11]=2)[CH:5]=[CH:6][C:7]=1[F:8]. The catalyst class is: 3. (6) The catalyst class is: 19. Product: [NH2:7][C:6]1[C:2]([CH3:1])=[N:3][S:4][C:5]=1[NH:10][C:11]([C:13]1[CH:22]=[CH:21][CH:20]=[CH:19][C:14]=1[C:15]([O:17][CH3:18])=[O:16])=[O:12]. Reactant: [CH3:1][C:2]1[C:6]([N+:7]([O-])=O)=[C:5]([NH:10][C:11]([C:13]2[CH:22]=[CH:21][CH:20]=[CH:19][C:14]=2[C:15]([O:17][CH3:18])=[O:16])=[O:12])[S:4][N:3]=1.[H][H]. (7) Reactant: [Cl:1][C:2]1[CH:3]=[CH:4][C:5]2[C:6]3[C:11]([CH:12]([CH3:27])[N:13]([S:16]([C:19]4[CH:24]=[CH:23][CH:22]=[C:21]([O:25]C)[CH:20]=4)(=[O:18])=[O:17])[C:14]=2[CH:15]=1)=[CH:10][CH:9]=[CH:8][CH:7]=3.C1CCCCC=1.B(Br)(Br)Br. Product: [Cl:1][C:2]1[CH:3]=[CH:4][C:5]2[C:6]3[C:11]([CH:12]([CH3:27])[N:13]([S:16]([C:19]4[CH:20]=[C:21]([OH:25])[CH:22]=[CH:23][CH:24]=4)(=[O:18])=[O:17])[C:14]=2[CH:15]=1)=[CH:10][CH:9]=[CH:8][CH:7]=3. The catalyst class is: 4. (8) Reactant: [OH:1][C:2]1[CH:19]=[C:18]2[C:5]([C@@:6]3([CH3:25])[C@H:15]([CH2:16][S:17]2(=[O:21])=[O:20])[C@:14]2([CH3:22])[C@H:9]([C:10]([CH3:24])([CH3:23])[CH2:11][CH2:12][CH2:13]2)[CH2:8][CH2:7]3)=[C:4]([C:26]([NH:28][CH2:29][C:30]([O:32]C)=[O:31])=[O:27])[CH:3]=1.O[Li].O. Product: [OH:1][C:2]1[CH:19]=[C:18]2[C:5]([C@@:6]3([CH3:25])[C@H:15]([CH2:16][S:17]2(=[O:21])=[O:20])[C@:14]2([CH3:22])[C@H:9]([C:10]([CH3:23])([CH3:24])[CH2:11][CH2:12][CH2:13]2)[CH2:8][CH2:7]3)=[C:4]([C:26]([NH:28][CH2:29][C:30]([OH:32])=[O:31])=[O:27])[CH:3]=1. The catalyst class is: 24. (9) Reactant: Br[CH2:2][CH2:3][CH2:4][CH2:5][C:6]([CH3:16])([CH3:15])[CH2:7][O:8][CH:9]1[CH2:14][CH2:13][CH2:12][CH2:11][O:10]1.[OH2:17].[OH2:18].O.O.O.O.O.O.O.[S-2:26].[Na+].[Na+]. Product: [CH3:15][C:6]([CH3:16])([CH2:7][O:8][CH:9]1[CH2:14][CH2:13][CH2:12][CH2:11][O:10]1)[CH2:5][CH2:4][CH2:3][CH2:2][S:26][CH2:2][CH2:3][CH2:4][CH2:5][C:6]([CH3:16])([CH3:15])[CH2:7][O:17][CH:11]1[CH2:12][CH2:13][CH2:14][CH2:9][O:18]1. The catalyst class is: 40.